Dataset: Reaction yield outcomes from USPTO patents with 853,638 reactions. Task: Predict the reaction yield, written as a fraction of the theoretical maximum amount of product (1.0 means a 100% yield; for example, 0.34 means a 34% yield). (1) The reactants are C([O:3][P:4]([CH2:9][NH:10][C:11](=[O:38])[CH2:12][CH2:13][C:14]([CH3:37])=[CH:15][CH2:16][C:17]1[C:18]([O:30]CC[Si](C)(C)C)=[C:19]2[C:23](=[C:24]([CH3:28])[C:25]=1[O:26][CH3:27])[CH2:22][O:21][C:20]2=[O:29])(=[O:8])[O:5]CC)C.C[Si](Br)(C)C.N1C(C)=CC=CC=1C. The catalyst is C(#N)C. The product is [OH:30][C:18]1[C:17]([CH2:16][CH:15]=[C:14]([CH3:37])[CH2:13][CH2:12][C:11]([NH:10][CH2:9][P:4](=[O:3])([OH:8])[OH:5])=[O:38])=[C:25]([O:26][CH3:27])[C:24]([CH3:28])=[C:23]2[C:19]=1[C:20](=[O:29])[O:21][CH2:22]2. The yield is 0.0900. (2) The reactants are Br[C:2]1[CH:11]=[CH:10][C:9]2[C:4](=[CH:5][CH:6]=[C:7]([O:12][CH2:13][CH2:14][CH:15](C)C)[CH:8]=2)[CH:3]=1.[CH2:18]([Li])CCC.C[O:24][B:25](OC)[O:26]C.[Cl-].[NH4+]. The catalyst is C1COCC1.O. The product is [CH2:13]([O:12][C:7]1[CH:8]=[C:9]2[C:4](=[CH:5][CH:6]=1)[CH:3]=[C:2]([B:25]([OH:26])[OH:24])[CH:11]=[CH:10]2)[CH:14]([CH3:15])[CH3:18]. The yield is 0.980. (3) The reactants are Br[CH2:2][C:3]1[CH:8]=[CH:7][C:6]([C:9]2[CH:14]=[C:13]([N:15]([CH2:22][CH3:23])[CH:16]3[CH2:21][CH2:20][O:19][CH2:18][CH2:17]3)[C:12]([CH3:24])=[C:11]([C:25]([NH:27][CH2:28][C:29]3[C:30](=[O:37])[NH:31][C:32]([CH3:36])=[CH:33][C:34]=3[CH3:35])=[O:26])[CH:10]=2)=[CH:5][CH:4]=1.[NH:38]1[CH2:43][CH2:42][O:41][CH2:40][C:39]1=[O:44].[H-].[Na+]. The catalyst is CN(C=O)C. The product is [CH3:35][C:34]1[CH:33]=[C:32]([CH3:36])[NH:31][C:30](=[O:37])[C:29]=1[CH2:28][NH:27][C:25]([C:11]1[CH:10]=[C:9]([C:6]2[CH:7]=[CH:8][C:3]([CH2:2][N:38]3[CH2:43][CH2:42][O:41][CH2:40][C:39]3=[O:44])=[CH:4][CH:5]=2)[CH:14]=[C:13]([N:15]([CH2:22][CH3:23])[CH:16]2[CH2:17][CH2:18][O:19][CH2:20][CH2:21]2)[C:12]=1[CH3:24])=[O:26]. The yield is 0.290. (4) The reactants are [Cl:1][C:2]1[CH:3]=[C:4]([CH:17]=[CH:18][C:19]=1[F:20])[C:5]([NH:7][C:8]([CH3:16])([C:10]1[CH:15]=[CH:14][CH:13]=[CH:12][CH:11]=1)[CH3:9])=[O:6].CN(CCN(C)C)C.CN([CH:32]=[O:33])C. The catalyst is C1COCC1. The product is [Cl:1][C:2]1[C:19]([F:20])=[CH:18][CH:17]=[C:4]2[C:3]=1[CH:32]([OH:33])[N:7]([C:8]([CH3:16])([C:10]1[CH:15]=[CH:14][CH:13]=[CH:12][CH:11]=1)[CH3:9])[C:5]2=[O:6]. The yield is 0.460. (5) The reactants are [CH3:1][N:2]1[CH2:7][CH2:6][O:5][C@@H:4]([CH2:8][OH:9])[CH2:3]1.[H-].[Na+].[N+](C1C=CC([O:21][C:22]([N:24]2[CH2:29][CH2:28][N:27]([C:30]3[CH:35]=[CH:34][C:33]([F:36])=[CH:32][CH:31]=3)[CH2:26][CH2:25]2)=O)=CC=1)([O-])=O. The catalyst is C1COCC1. The product is [F:36][C:33]1[CH:32]=[CH:31][C:30]([N:27]2[CH2:26][CH2:25][N:24]([C:22]([O:9][CH2:8][C@@H:4]3[O:5][CH2:6][CH2:7][N:2]([CH3:1])[CH2:3]3)=[O:21])[CH2:29][CH2:28]2)=[CH:35][CH:34]=1. The yield is 0.280. (6) The catalyst is C1COCC1. The yield is 0.420. The reactants are [H-].[Na+].[N+:3]([C:6]1[CH:7]=[C:8]2[C:12](=[CH:13][CH:14]=1)[NH:11][N:10]=[CH:9]2)([O-:5])=[O:4].I[CH3:16]. The product is [CH3:16][N:11]1[C:12]2[C:8](=[CH:7][C:6]([N+:3]([O-:5])=[O:4])=[CH:14][CH:13]=2)[CH:9]=[N:10]1. (7) The reactants are [CH2:1]([O:8][C:9]1[C:10](=[O:29])[CH:11]=[C:12]([CH2:17][NH:18][S:19]([C:22]2[CH:27]=[CH:26][CH:25]=[C:24]([CH3:28])[CH:23]=2)(=[O:21])=[O:20])[O:13][C:14]=1[CH2:15][OH:16])[C:2]1[CH:7]=[CH:6][CH:5]=[CH:4][CH:3]=1.C(OC1C(=O)C=C(CNS(C2C=CC=CC=2)(=O)=O)OC=1C=O)C1C=CC=CC=1. No catalyst specified. The product is [CH2:1]([O:8][C:9]1[C:10](=[O:29])[CH:11]=[C:12]([CH2:17][NH:18][S:19]([C:22]2[CH:27]=[CH:26][CH:25]=[C:24]([CH3:28])[CH:23]=2)(=[O:21])=[O:20])[O:13][C:14]=1[CH:15]=[O:16])[C:2]1[CH:3]=[CH:4][CH:5]=[CH:6][CH:7]=1. The yield is 0.753. (8) The reactants are [OH-].[Na+].CO[C:5]1[CH:15]=[CH:14][C:13]([O:16][CH3:17])=[CH:12][C:6]=1[CH:7]=[CH:8][C:9]([OH:11])=[O:10].Cl[CH:19](Cl)[CH3:20].B(Br)(Br)Br. No catalyst specified. The product is [CH2:17]([O:16][C:13]1[CH:12]=[C:6]2[C:5](=[CH:15][CH:14]=1)[O:11][C:9](=[O:10])[CH:8]=[CH:7]2)[C:20]1[CH:19]=[CH:7][CH:6]=[CH:5][CH:15]=1. The yield is 1.27. (9) The reactants are [C:1]([NH:8][CH2:9][C:10]([OH:12])=O)([O:3][C:4]([CH3:7])([CH3:6])[CH3:5])=[O:2].CCN(C(C)C)C(C)C.C1C=CC2N(O)N=NC=2C=1.CCN=C=NCCCN(C)C.FC(F)(F)C(O)=O.[C:50]1([C:56]2[CH:61]=[C:60]([CH:62]3[CH2:67][CH2:66][NH:65][CH2:64][CH2:63]3)[CH:59]=[CH:58][C:57]=2[NH:68][C:69]([C:71]2[NH:72][CH:73]=[C:74]([C:76]#[N:77])[N:75]=2)=[O:70])[CH2:55][CH2:54][CH2:53][CH2:52][CH:51]=1. The catalyst is C(Cl)Cl. The product is [C:4]([O:3][C:1](=[O:2])[NH:8][CH2:9][C:10]([N:65]1[CH2:66][CH2:67][CH:62]([C:60]2[CH:59]=[CH:58][C:57]([NH:68][C:69]([C:71]3[NH:72][CH:73]=[C:74]([C:76]#[N:77])[N:75]=3)=[O:70])=[C:56]([C:50]3[CH2:55][CH2:54][CH2:53][CH2:52][CH:51]=3)[CH:61]=2)[CH2:63][CH2:64]1)=[O:12])([CH3:5])([CH3:6])[CH3:7]. The yield is 0.470.